This data is from Full USPTO retrosynthesis dataset with 1.9M reactions from patents (1976-2016). The task is: Predict the reactants needed to synthesize the given product. (1) Given the product [Cl:1][C:2]1[N:3]2[CH:21]=[CH:22][N:19]=[C:4]2[C:5]2[CH:10]=[CH:9][N:8]([CH2:11][O:12][CH2:13][CH2:14][Si:15]([CH3:16])([CH3:18])[CH3:17])[C:6]=2[N:7]=1, predict the reactants needed to synthesize it. The reactants are: [Cl:1][C:2]1[N:3]=[C:4]([NH2:19])[C:5]2[CH:10]=[CH:9][N:8]([CH2:11][O:12][CH2:13][CH2:14][Si:15]([CH3:18])([CH3:17])[CH3:16])[C:6]=2[N:7]=1.Cl[CH2:21][CH:22]=O. (2) Given the product [CH3:59][O:58][C:57]1[CH:56]=[CH:55][C:54]([C:45]([O:26][CH2:25][C@H:22]2[O:21][C@@H:20]([N:27]3[C:44]4[N:43]=[CH:42][N:41]=[C:31]([NH:32][C:33](=[O:40])[C:34]5[CH:39]=[CH:38][CH:37]=[CH:36][CH:35]=5)[C:30]=4[N:29]=[CH:28]3)[C@H:19]([O:18][CH2:17][C:1]3[C:14]4[C:15]5=[C:16]6[C:11](=[CH:12][CH:13]=4)[CH:10]=[CH:9][CH:8]=[C:7]6[CH:6]=[CH:5][C:4]5=[CH:3][CH:2]=3)[C@@H:23]2[OH:24])([C:62]2[CH:63]=[CH:64][CH:65]=[CH:66][CH:67]=2)[C:46]2[CH:53]=[CH:52][C:49]([O:50][CH3:51])=[CH:48][CH:47]=2)=[CH:61][CH:60]=1, predict the reactants needed to synthesize it. The reactants are: [C:1]1([CH2:17][O:18][C@@H:19]2[C@H:23]([OH:24])[C@@H:22]([CH2:25][OH:26])[O:21][C@H:20]2[N:27]2[C:44]3[N:43]=[CH:42][N:41]=[C:31]([NH:32][C:33](=[O:40])[C:34]4[CH:39]=[CH:38][CH:37]=[CH:36][CH:35]=4)[C:30]=3[N:29]=[CH:28]2)[C:14]2[C:15]3=[C:16]4[C:11](=[CH:12][CH:13]=2)[CH:10]=[CH:9][CH:8]=[C:7]4[CH:6]=[CH:5][C:4]3=[CH:3][CH:2]=1.[C:45](Cl)([C:62]1[CH:67]=[CH:66][CH:65]=[CH:64][CH:63]=1)([C:54]1[CH:61]=[CH:60][C:57]([O:58][CH3:59])=[CH:56][CH:55]=1)[C:46]1[CH:53]=[CH:52][C:49]([O:50][CH3:51])=[CH:48][CH:47]=1. (3) Given the product [N:39]1([CH2:44][CH2:45][CH2:46][N:47]2[CH2:48][CH2:49][CH:50]([CH2:53][NH:54][C:6](=[O:8])[C:5]3[CH:9]=[C:10]([Cl:11])[C:2]([NH2:1])=[CH:3][C:4]=3[O:12][CH3:13])[CH2:51][CH2:52]2)[CH:43]=[CH:42][N:41]=[N:40]1, predict the reactants needed to synthesize it. The reactants are: [NH2:1][C:2]1[C:10]([Cl:11])=[CH:9][C:5]([C:6]([OH:8])=O)=[C:4]([O:12][CH3:13])[CH:3]=1.C(N1C=CN=C1)(N1C=CN=C1)=O.C(N(CC)CC)C.C(O)(=O)C(O)=O.[N:39]1([CH2:44][CH2:45][CH2:46][N:47]2[CH2:52][CH2:51][CH:50]([CH2:53][NH2:54])[CH2:49][CH2:48]2)[CH:43]=[CH:42][N:41]=[N:40]1. (4) Given the product [CH2:22]([C:21]1[CH:20]=[C:19]([C:24](=[O:36])[NH:25][CH2:26][C:27]2[CH:35]=[CH:34][CH:33]=[C:32]3[C:28]=2[CH:29]=[N:30][NH:31]3)[S:18][C:17]=1[C:15]([NH:14][C@@H:4]([CH2:5][NH:6][C:7]([C:9]1[S:10][CH:11]=[CH:12][CH:13]=1)=[O:8])[C:3]([OH:37])=[O:2])=[O:16])[CH3:23], predict the reactants needed to synthesize it. The reactants are: C[O:2][C:3](=[O:37])[C@@H:4]([NH:14][C:15]([C:17]1[S:18][C:19]([C:24](=[O:36])[NH:25][CH2:26][C:27]2[CH:35]=[CH:34][CH:33]=[C:32]3[C:28]=2[CH:29]=[N:30][NH:31]3)=[CH:20][C:21]=1[CH2:22][CH3:23])=[O:16])[CH2:5][NH:6][C:7]([C:9]1[S:10][CH:11]=[CH:12][CH:13]=1)=[O:8].O.[OH-].[Li+].Cl.